This data is from Catalyst prediction with 721,799 reactions and 888 catalyst types from USPTO. The task is: Predict which catalyst facilitates the given reaction. (1) Reactant: [O:1]1[C:10]2[CH:9]=[C:8]([CH2:11]O)[N:7]=[CH:6][C:5]=2[O:4][CH2:3][CH2:2]1.P(Br)(Br)[Br:14].C([O-])(O)=O.[Na+]. Product: [Br:14][CH2:11][C:8]1[N:7]=[CH:6][C:5]2[O:4][CH2:3][CH2:2][O:1][C:10]=2[CH:9]=1. The catalyst class is: 2. (2) Reactant: Br[C:2]1[CH:3]=[CH:4][CH:5]=[C:6]2[C:11]=1[N:10]=[C:9]([NH:12][C:13]([CH3:16])([CH3:15])[CH3:14])[C:8]([CH2:17][CH3:18])=[N:7]2.CC1(C)C(C)(C)OB([C:27]2[NH:35][C:34]3[CH2:33][CH2:32][NH:31][C:30](=[O:36])[C:29]=3[CH:28]=2)O1.CC(C1C=C(C(C)C)C(C2C=CC=CC=2P(C2CCCCC2)C2CCCCC2)=C(C(C)C)C=1)C.CO.C(Cl)Cl. Product: [C:13]([NH:12][C:9]1[C:8]([CH2:17][CH3:18])=[N:7][C:6]2[C:11]([N:10]=1)=[C:2]([C:27]1[NH:35][C:34]3[CH2:33][CH2:32][NH:31][C:30](=[O:36])[C:29]=3[CH:28]=1)[CH:3]=[CH:4][CH:5]=2)([CH3:16])([CH3:15])[CH3:14]. The catalyst class is: 333. (3) Reactant: [ClH:1].[CH2:2]([C:6]1[CH:7]=[C:8]2[N:13]([C:14]=1[C:15]([C:17]1[CH:22]=[CH:21][C:20]([CH:23]3[CH2:28][CH2:27][N:26](C(OC(C)(C)C)=O)[CH2:25][CH2:24]3)=[CH:19][CH:18]=1)=[O:16])[CH:12]=[CH:11][C:10]([C:36](=[O:46])[N:37]([CH2:41][C:42]([O:44][CH3:45])=[O:43])[CH:38]([CH3:40])[CH3:39])=[CH:9]2)[CH2:3][CH2:4][CH3:5]. Product: [ClH:1].[CH2:2]([C:6]1[CH:7]=[C:8]2[N:13]([C:14]=1[C:15]([C:17]1[CH:18]=[CH:19][C:20]([CH:23]3[CH2:28][CH2:27][NH:26][CH2:25][CH2:24]3)=[CH:21][CH:22]=1)=[O:16])[CH:12]=[CH:11][C:10]([C:36]([N:37]([CH:38]([CH3:39])[CH3:40])[CH2:41][C:42]([O:44][CH3:45])=[O:43])=[O:46])=[CH:9]2)[CH2:3][CH2:4][CH3:5]. The catalyst class is: 258. (4) Reactant: Cl[CH2:2][C:3]([NH:5][C:6]1[CH:11]=[CH:10][C:9]([C:12]2[CH:17]=[N:16][CH:15]=[C:14]3[S:18][C:19]([C:21]([NH2:23])=[O:22])=[CH:20][C:13]=23)=[CH:8][CH:7]=1)=[O:4].[NH:24]1[CH:28]=[CH:27][CH:26]=[N:25]1.C(=O)([O-])[O-].[Cs+].[Cs+]. Product: [N:24]1([CH2:2][C:3]([NH:5][C:6]2[CH:11]=[CH:10][C:9]([C:12]3[CH:17]=[N:16][CH:15]=[C:14]4[S:18][C:19]([C:21]([NH2:23])=[O:22])=[CH:20][C:13]=34)=[CH:8][CH:7]=2)=[O:4])[CH:28]=[CH:27][CH:26]=[N:25]1. The catalyst class is: 9. (5) Reactant: [CH3:1][O:2][C:3](=[O:13])[CH2:4][C:5]1[CH:10]=[CH:9][C:8]([NH:11][CH3:12])=[CH:7][CH:6]=1.[CH:14](N(CC)C(C)C)([CH3:16])[CH3:15].C(Cl)C=C.C(=O)(O)[O-:28].[Na+]. Product: [CH3:1][O:2][C:3](=[O:13])[CH2:4][C:5]1[CH:10]=[CH:9][C:8]([NH:11][CH2:12][C:15](=[O:28])[CH:14]=[CH2:16])=[CH:7][CH:6]=1. The catalyst class is: 2. (6) Reactant: [Si]([O:18][C@H:19]([C@H:22]1[O:26][C:25](=[O:27])[C@H:24]([CH3:28])[CH2:23]1)[CH2:20][CH3:21])(C(C)(C)C)(C1C=CC=CC=1)C1C=CC=CC=1.CCCC[N+](CCCC)(CCCC)CCCC.[F-]. Product: [OH:18][C@H:19]([C@H:22]1[O:26][C:25](=[O:27])[C@H:24]([CH3:28])[CH2:23]1)[CH2:20][CH3:21]. The catalyst class is: 1. (7) Reactant: [CH:1]12[CH2:8][N:7]([C:9](OC(C)(C)C)=O)[CH2:6][CH:5]1[CH2:4][CH2:3][NH:2]2.[Cl:16][C:17]1[CH:24]=[CH:23][CH:22]=[C:21]([Cl:25])[C:18]=1[CH2:19]Cl.CCN(CC)CC.[O:33]1[CH:37]=[CH:36][CH:35]=[C:34]1[C:38]1[N:51]=[C:41]2[N:42]=C(S(C)(=O)=O)[N:44]=[C:45]([NH2:46])[N:40]2[N:39]=1. Product: [Cl:16][C:17]1[CH:24]=[CH:23][CH:22]=[C:21]([Cl:25])[C:18]=1[CH2:19][N:2]1[CH2:3][CH2:4][CH:5]2[CH2:6][N:7]([C:9]3[N:44]=[C:45]([NH2:46])[N:40]4[N:39]=[C:38]([C:34]5[O:33][CH:37]=[CH:36][CH:35]=5)[N:51]=[C:41]4[N:42]=3)[CH2:8][CH:1]12. The catalyst class is: 210.